Dataset: NCI-60 drug combinations with 297,098 pairs across 59 cell lines. Task: Regression. Given two drug SMILES strings and cell line genomic features, predict the synergy score measuring deviation from expected non-interaction effect. (1) Drug 1: COC1=C2C(=CC3=C1OC=C3)C=CC(=O)O2. Drug 2: CC12CCC3C(C1CCC2OP(=O)(O)O)CCC4=C3C=CC(=C4)OC(=O)N(CCCl)CCCl.[Na+]. Cell line: HS 578T. Synergy scores: CSS=6.51, Synergy_ZIP=0.735, Synergy_Bliss=5.08, Synergy_Loewe=2.44, Synergy_HSA=3.09. (2) Drug 1: CC12CCC3C(C1CCC2=O)CC(=C)C4=CC(=O)C=CC34C. Drug 2: B(C(CC(C)C)NC(=O)C(CC1=CC=CC=C1)NC(=O)C2=NC=CN=C2)(O)O. Cell line: U251. Synergy scores: CSS=60.6, Synergy_ZIP=-1.79, Synergy_Bliss=-9.44, Synergy_Loewe=-3.83, Synergy_HSA=-6.77. (3) Drug 1: C1CC(CNC1)C2=CC=C(C=C2)N3C=C4C=CC=C(C4=N3)C(=O)N. Drug 2: CN1C=C(C=N1)C2=C3N=C(C(=C(N3N=C2)N)Br)C4CCCNC4. Cell line: SW-620. Synergy scores: CSS=32.5, Synergy_ZIP=4.72, Synergy_Bliss=2.76, Synergy_Loewe=-10.9, Synergy_HSA=2.96. (4) Drug 1: C1=C(C(=O)NC(=O)N1)F. Drug 2: C1CN(P(=O)(OC1)NCCCl)CCCl. Cell line: SW-620. Synergy scores: CSS=42.5, Synergy_ZIP=-4.86, Synergy_Bliss=-7.04, Synergy_Loewe=-22.6, Synergy_HSA=-6.47. (5) Drug 1: C(=O)(N)NO. Synergy scores: CSS=-0.712, Synergy_ZIP=-0.941, Synergy_Bliss=-3.04, Synergy_Loewe=-3.15, Synergy_HSA=-4.75. Cell line: SK-MEL-28. Drug 2: CC12CCC3C(C1CCC2O)C(CC4=C3C=CC(=C4)O)CCCCCCCCCS(=O)CCCC(C(F)(F)F)(F)F. (6) Drug 1: C1CC(=O)NC(=O)C1N2CC3=C(C2=O)C=CC=C3N. Drug 2: CCC1(CC2CC(C3=C(CCN(C2)C1)C4=CC=CC=C4N3)(C5=C(C=C6C(=C5)C78CCN9C7C(C=CC9)(C(C(C8N6C=O)(C(=O)OC)O)OC(=O)C)CC)OC)C(=O)OC)O.OS(=O)(=O)O. Cell line: RXF 393. Synergy scores: CSS=17.0, Synergy_ZIP=-4.78, Synergy_Bliss=-3.13, Synergy_Loewe=-54.0, Synergy_HSA=-2.49.